From a dataset of Forward reaction prediction with 1.9M reactions from USPTO patents (1976-2016). Predict the product of the given reaction. (1) Given the reactants Cl.[C:2]([C:6]1[CH:10]=[C:9]([CH2:11][NH2:12])[N:8]([C:13]2[CH:18]=[CH:17][CH:16]=[C:15]([O:19][CH3:20])[CH:14]=2)[N:7]=1)([CH3:5])([CH3:4])[CH3:3].C(N(CC)CC)C.[Si:28]([O:35][CH2:36][CH2:37][C:38]1[N:43]=[CH:42][C:41]([NH:44][C:45](=O)[O:46]C2C=CC=CC=2)=[CH:40][CH:39]=1)([C:31]([CH3:34])([CH3:33])[CH3:32])([CH3:30])[CH3:29], predict the reaction product. The product is: [C:2]([C:6]1[CH:10]=[C:9]([CH2:11][NH:12][C:45]([NH:44][C:41]2[CH:42]=[N:43][C:38]([CH2:37][CH2:36][O:35][Si:28]([C:31]([CH3:34])([CH3:33])[CH3:32])([CH3:30])[CH3:29])=[CH:39][CH:40]=2)=[O:46])[N:8]([C:13]2[CH:18]=[CH:17][CH:16]=[C:15]([O:19][CH3:20])[CH:14]=2)[N:7]=1)([CH3:5])([CH3:3])[CH3:4]. (2) Given the reactants [CH3:1][C:2]1[CH:3]=[CH:4][CH:5]=[C:6]2[C:10]=1[N:9]([CH2:11][CH2:12][O:13][CH3:14])[CH:8]=[C:7]2[C:15]([OH:17])=O.Cl.Cl.[F:20][C:21]([F:39])([F:38])[C:22]([NH:24][CH2:25][C:26]1[N:31]=[C:30]([CH:32]2[CH2:37][CH2:36][NH:35][CH2:34][CH2:33]2)[CH:29]=[CH:28][CH:27]=1)=[O:23], predict the reaction product. The product is: [F:38][C:21]([F:20])([F:39])[C:22]([NH:24][CH2:25][C:26]1[N:31]=[C:30]([CH:32]2[CH2:33][CH2:34][N:35]([C:15]([C:7]3[C:6]4[C:10](=[C:2]([CH3:1])[CH:3]=[CH:4][CH:5]=4)[N:9]([CH2:11][CH2:12][O:13][CH3:14])[CH:8]=3)=[O:17])[CH2:36][CH2:37]2)[CH:29]=[CH:28][CH:27]=1)=[O:23]. (3) The product is: [Cl:12][C:13]1[CH:18]=[CH:17][CH:16]=[CH:15][C:14]=1[C:19]1[N:20]=[C:21]([NH:24][C:1]([C@@H:9]2[C@H:4]([C:3]([OH:2])=[O:10])[CH2:5][CH:6]=[CH:7][CH2:8]2)=[O:11])[S:22][CH:23]=1. Given the reactants [C:1]1(=[O:11])[C@@H:9]2[C@@H:4]([CH2:5][CH:6]=[CH:7][CH2:8]2)[C:3](=[O:10])[O:2]1.[Cl:12][C:13]1[CH:18]=[CH:17][CH:16]=[CH:15][C:14]=1[C:19]1[N:20]=[C:21]([NH2:24])[S:22][CH:23]=1, predict the reaction product. (4) Given the reactants [F:1][C:2]1[CH:10]=[C:9]2[C:5]([C:6]([C:20]3[CH:21]=[C:22]([NH2:27])[C:23]([NH2:26])=[CH:24][CH:25]=3)=[CH:7][N:8]2[S:11]([C:14]2[CH:19]=[CH:18][CH:17]=[CH:16][CH:15]=2)(=[O:13])=[O:12])=[CH:4][CH:3]=1.C1C[O:31][CH2:30]C1, predict the reaction product. The product is: [C:14]1([S:11]([N:8]2[C:9]3[C:5](=[CH:4][CH:3]=[C:2]([F:1])[CH:10]=3)[C:6]([C:20]3[CH:25]=[CH:24][C:23]4[NH:26][C:30](=[O:31])[NH:27][C:22]=4[CH:21]=3)=[CH:7]2)(=[O:13])=[O:12])[CH:15]=[CH:16][CH:17]=[CH:18][CH:19]=1.